This data is from Orexin1 receptor HTS with 218,158 compounds and 233 confirmed actives. The task is: Binary Classification. Given a drug SMILES string, predict its activity (active/inactive) in a high-throughput screening assay against a specified biological target. (1) The molecule is s1c(C2=NN(C(C2)c2c(O)c(OC)ccc2)C(=O)c2occc2)ccc1. The result is 0 (inactive). (2) The molecule is O=c1n2nc(NCc3ncccc3)c3c(c2nc2c1cccc2)cccc3. The result is 1 (active). (3) The molecule is s1c(/C=C2\C=C(OC2=O)c2ccc(cc2)C)ccc1. The result is 0 (inactive).